This data is from Catalyst prediction with 721,799 reactions and 888 catalyst types from USPTO. The task is: Predict which catalyst facilitates the given reaction. (1) Reactant: [C:1]([O:12][CH3:13])(=[O:11])[C:2]1[CH:10]=[CH:9][C:7]([OH:8])=[C:4]([O:5][CH3:6])[CH:3]=1.C([O-])([O-])=O.[K+].[K+].[Br:20][CH2:21][CH2:22][CH2:23][CH2:24][CH2:25]Br. Product: [CH3:13][O:12][C:1](=[O:11])[C:2]1[CH:10]=[CH:9][C:7]([O:8][CH2:25][CH2:24][CH2:23][CH2:22][CH2:21][Br:20])=[C:4]([O:5][CH3:6])[CH:3]=1. The catalyst class is: 21. (2) Reactant: [Br:1][C:2]1[N:6]([CH3:7])[N:5]=[CH:4][C:3]=1[C:8]([OH:10])=O.C(Cl)(=O)C(Cl)=O.CN(C)C=O.[NH2:22][C:23]1[C:24]([F:48])=[CH:25][C:26]([Cl:47])=[C:27]([CH:46]=1)[O:28][C:29]1[CH:43]=[CH:42][C:32]2[N:33]=[C:34]([NH:36][C:37]([CH:39]3[CH2:41][CH2:40]3)=[O:38])[S:35][C:31]=2[C:30]=1[C:44]#[N:45]. Product: [Br:1][C:2]1[N:6]([CH3:7])[N:5]=[CH:4][C:3]=1[C:8]([NH:22][C:23]1[CH:46]=[C:27]([O:28][C:29]2[CH:43]=[CH:42][C:32]3[N:33]=[C:34]([NH:36][C:37]([CH:39]4[CH2:41][CH2:40]4)=[O:38])[S:35][C:31]=3[C:30]=2[C:44]#[N:45])[C:26]([Cl:47])=[CH:25][C:24]=1[F:48])=[O:10]. The catalyst class is: 54. (3) Reactant: [NH:1]([CH2:5][CH2:6][OH:7])[CH2:2][CH2:3][OH:4].[CH3:8][C:9]([O:12][C:13](O[C:13]([O:12][C:9]([CH3:11])([CH3:10])[CH3:8])=[O:14])=[O:14])([CH3:11])[CH3:10]. Product: [OH:4][CH2:3][CH2:2][N:1]([CH2:5][CH2:6][OH:7])[C:13](=[O:14])[O:12][C:9]([CH3:11])([CH3:10])[CH3:8]. The catalyst class is: 10. (4) Reactant: C(N[CH:5]([CH3:7])[CH3:6])(C)C.[C:8](=[O:10])=O.[CH3:11][C:12]([CH3:14])=O.C([O:18][CH2:19][CH3:20])(=O)C.[Cl-].[NH4+:22]. Product: [CH:12]1([C@@:8]2([OH:10])[C@H:7]([CH2:5][CH3:6])[NH:22][C:19](=[O:18])[CH2:20]2)[CH2:14][CH2:11]1. The catalyst class is: 7. (5) Reactant: [CH3:1][C:2]1[C:3]([O:11][CH2:12][C:13]([F:16])([F:15])[F:14])=[N:4][CH:5]=[C:6]([CH:10]=1)[C:7]([OH:9])=[O:8].IC.[C:19](=O)([O-])[O-].[K+].[K+].O. Product: [CH3:1][C:2]1[C:3]([O:11][CH2:12][C:13]([F:16])([F:14])[F:15])=[N:4][CH:5]=[C:6]([CH:10]=1)[C:7]([O:9][CH3:19])=[O:8]. The catalyst class is: 44. (6) Reactant: [Cl:1][C:2]1[CH:3]=[C:4]([C:12]([NH:14][CH2:15][CH:16]2[CH2:21][CH2:20][N:19](C(OCC)=O)[CH2:18][CH:17]2[O:27][CH3:28])=[O:13])[C:5]2[O:10][CH2:9][CH2:8][O:7][C:6]=2[CH:11]=1.[OH-].[K+]. Product: [Cl:1][C:2]1[CH:3]=[C:4]([C:12]([NH:14][CH2:15][C@H:16]2[CH2:21][CH2:20][NH:19][CH2:18][C@H:17]2[O:27][CH3:28])=[O:13])[C:5]2[O:10][CH2:9][CH2:8][O:7][C:6]=2[CH:11]=1. The catalyst class is: 8.